This data is from Catalyst prediction with 721,799 reactions and 888 catalyst types from USPTO. The task is: Predict which catalyst facilitates the given reaction. (1) Reactant: [Cl:1][C:2]1[C:7]([Cl:8])=[C:6]([C:9]([OH:18])([C:14]([F:17])([F:16])[F:15])[C:10]([F:13])([F:12])[F:11])[CH:5]=[CH:4][C:3]=1[C:19]1[S:23][C:22]([C:24]([NH:26][C@H:27]2[CH2:30][C@H:29]([C:31]([O:33][CH3:34])=[O:32])[CH2:28]2)=[O:25])=[N:21][C:20]=1[CH2:35][OH:36].C(O)(=[O:39])C.C(O)(=O)C.IC1C=CC=CC=1.CC1(C)N([O])C(C)(C)CCC1. Product: [Cl:1][C:2]1[C:7]([Cl:8])=[C:6]([C:9]([OH:18])([C:10]([F:13])([F:11])[F:12])[C:14]([F:16])([F:17])[F:15])[CH:5]=[CH:4][C:3]=1[C:19]1[S:23][C:22]([C:24](=[O:25])[NH:26][C@H:27]2[CH2:30][C@H:29]([C:31]([O:33][CH3:34])=[O:32])[CH2:28]2)=[N:21][C:20]=1[C:35]([OH:39])=[O:36]. The catalyst class is: 144. (2) Reactant: CN(C)/[CH:3]=[CH:4]/[C:5]1[CH:14]=[CH:13][C:8]([C:9]([O:11][CH3:12])=[O:10])=[CH:7][C:6]=1[N+:15]([O-:17])=[O:16].N1[CH:24]=[CH:23]C=CC=1.C(Cl)(=[O:28])CC.C(Cl)Cl. Product: [O:28]=[C:3]([CH2:23][CH3:24])[CH2:4][C:5]1[CH:14]=[CH:13][C:8]([C:9]([O:11][CH3:12])=[O:10])=[CH:7][C:6]=1[N+:15]([O-:17])=[O:16]. The catalyst class is: 127.